This data is from Forward reaction prediction with 1.9M reactions from USPTO patents (1976-2016). The task is: Predict the product of the given reaction. (1) The product is: [NH2:1][C:2]1[S:6][C:5]2[CH:7]=[CH:8][CH:9]=[CH:10][C:4]=2[C:3]=1[C:11]([NH2:13])=[O:12]. Given the reactants [NH2:1][C:2]1[S:6][C:5]2[CH2:7][CH2:8][CH2:9][CH2:10][C:4]=2[C:3]=1[C:11]([NH2:13])=[O:12].C(C1C(=O)C(Cl)=C(Cl)C(=O)C=1C#N)#N, predict the reaction product. (2) Given the reactants [CH3:1][NH:2][CH3:3].[CH3:4][N:5]([CH2:18][C:19]#[CH:20])[C:6](=[O:17])OC1C=CC([N+]([O-])=O)=CC=1, predict the reaction product. The product is: [CH3:1][N:2]([CH3:3])[C:6]([N:5]([CH3:4])[CH2:18][C:19]#[CH:20])=[O:17].